Dataset: Forward reaction prediction with 1.9M reactions from USPTO patents (1976-2016). Task: Predict the product of the given reaction. (1) Given the reactants [CH3:1][CH:2]([N:4]1[CH2:9][CH2:8][CH:7]([C:10]([O:12]CC)=O)[CH2:6][CH2:5]1)[CH3:3].O.[NH2:16][NH2:17], predict the reaction product. The product is: [CH3:1][CH:2]([N:4]1[CH2:9][CH2:8][CH:7]([C:10]([NH:16][NH2:17])=[O:12])[CH2:6][CH2:5]1)[CH3:3]. (2) Given the reactants Cl.[C:2]([C:6]1[N:7]=[C:8]([C:16]2[CH:21]=[CH:20][C:19]([F:22])=[CH:18][CH:17]=2)[C:9]2[CH2:15][NH:14][CH2:13][CH2:12][C:10]=2[N:11]=1)([CH3:5])([CH3:4])[CH3:3].C(OC(C1C(=O)CCN(C(OC(C)(C)C)=O)C1)=O)C.Cl.CC(C)(C)C(N)=N.CCN(CC)CC, predict the reaction product. The product is: [C:2]([C:6]1[N:7]=[C:8]([C:16]2[CH:17]=[CH:18][C:19]([F:22])=[CH:20][CH:21]=2)[C:9]2[CH2:15][NH:14][CH2:13][CH2:12][C:10]=2[N:11]=1)([CH3:5])([CH3:3])[CH3:4]. (3) Given the reactants [CH2:1]([N:8](C)[CH2:9][CH:10]([C:12]1[CH:17]=[CH:16][C:15]([F:18])=[CH:14][CH:13]=1)[OH:11])C1C=CC=CC=1, predict the reaction product. The product is: [F:18][C:15]1[CH:14]=[CH:13][C:12]([CH:10]([OH:11])[CH2:9][NH:8][CH3:1])=[CH:17][CH:16]=1. (4) Given the reactants [BH4-].[Na+].FC(F)(F)C(O)=O.FC(F)(F)C(O[BH3-])=O.[Br:18][C:19]1[CH:24]=[CH:23][C:22]([C:25](=[N:31]OC)[C:26](OCC)=[O:27])=[C:21]([CH3:34])[CH:20]=1.[ClH:35].[OH-].[Na+], predict the reaction product. The product is: [Cl-:35].[Br:18][C:19]1[CH:24]=[CH:23][C:22]([CH:25]([NH3+:31])[CH2:26][OH:27])=[C:21]([CH3:34])[CH:20]=1. (5) The product is: [N:22]1([CH2:27][C:28]2[N:29]=[CH:30][C:31]([C:11]3[CH:12]=[CH:13][C:8]([C@@H:7]([OH:18])[C@H:6]([NH:5][C:3](=[O:4])[CH:2]([Cl:21])[Cl:1])[CH2:19][F:20])=[CH:9][CH:10]=3)=[CH:32][CH:33]=2)[CH:26]=[CH:25][N:24]=[CH:23]1. Given the reactants [Cl:1][CH:2]([Cl:21])[C:3]([NH:5][C@H:6]([CH2:19][F:20])[C@H:7]([OH:18])[C:8]1[CH:13]=[CH:12][C:11]([Sn](C)(C)C)=[CH:10][CH:9]=1)=[O:4].[N:22]1([CH2:27][C:28]2[CH:33]=[CH:32][C:31](Br)=[CH:30][N:29]=2)[CH:26]=[CH:25][N:24]=[CH:23]1, predict the reaction product. (6) Given the reactants C(Cl)(=O)C(Cl)=O.[CH:7]1([CH2:10][C:11]([OH:13])=O)[CH2:9][CH2:8]1.C1(CC(Cl)=O)CC1.[CH3:21][NH:22][O:23][CH3:24].C(=O)([O-])[O-].[K+].[K+].Cl.CNOC, predict the reaction product. The product is: [CH3:24][O:23][N:22]([CH3:21])[C:11](=[O:13])[CH2:10][CH:7]1[CH2:9][CH2:8]1. (7) Given the reactants O1CC[CH:4]([O:7][CH2:8][CH:9]2[CH2:14][CH2:13][N:12]([C:15]3[CH:16]=[CH:17][C:18]4[N:19]([C:21]([C:24]([F:27])([F:26])[F:25])=[N:22][N:23]=4)[N:20]=3)[CH2:11][CH2:10]2)[CH2:3][CH2:2]1.[Cl:28][C:29]1[N:34]=C(O)C=C[CH:30]=1, predict the reaction product. The product is: [Cl:28][C:29]1[N:34]=[C:4]([O:7][CH2:8][CH:9]2[CH2:10][CH2:11][N:12]([C:15]3[CH:16]=[CH:17][C:18]4[N:19]([C:21]([C:24]([F:27])([F:25])[F:26])=[N:22][N:23]=4)[N:20]=3)[CH2:13][CH2:14]2)[CH:3]=[CH:2][CH:30]=1.